This data is from Forward reaction prediction with 1.9M reactions from USPTO patents (1976-2016). The task is: Predict the product of the given reaction. (1) The product is: [Br:1][C:2]1[N:7]=[C:6]([I:9])[C:5]([NH2:8])=[CH:4][CH:3]=1. Given the reactants [Br:1][C:2]1[N:7]=[CH:6][C:5]([NH2:8])=[CH:4][CH:3]=1.[I:9]I.CCCCCC, predict the reaction product. (2) Given the reactants C(=O)(OC(C)(C)C)N.[CH3:9][O:10][C:11]([C:13]1[CH:18]=[CH:17][C:16]([C@@H:19]([NH:21][C:22]([C:24]2([CH3:39])[N:31](C(OC(C)(C)C)=O)[CH2:30][CH2:29][C:26]3([CH2:28][CH2:27]3)[CH2:25]2)=[O:23])[CH3:20])=[CH:15][CH:14]=1)=[O:12], predict the reaction product. The product is: [CH3:39][C:24]1([C:22]([NH:21][C@H:19]([C:16]2[CH:15]=[CH:14][C:13]([C:11]([O:10][CH3:9])=[O:12])=[CH:18][CH:17]=2)[CH3:20])=[O:23])[NH:31][CH2:30][CH2:29][C:26]2([CH2:27][CH2:28]2)[CH2:25]1. (3) Given the reactants [C:1]([C:5]1[N:10]=[CH:9][C:8]([C:11]2[N:12]([C:32](Cl)=[O:33])[C@@:13]([C:25]3[CH:30]=[CH:29][C:28]([Cl:31])=[CH:27][CH:26]=3)([CH3:24])[C@@:14]([C:17]3[CH:22]=[CH:21][C:20]([Cl:23])=[CH:19][CH:18]=3)([CH3:16])[N:15]=2)=[C:7]([O:35][CH2:36][CH3:37])[CH:6]=1)([CH3:4])([CH3:3])[CH3:2].[C:38]([O:42][C:43](=[O:51])[NH:44][CH:45]1[CH2:50][CH2:49][NH:48][CH2:47][CH2:46]1)([CH3:41])([CH3:40])[CH3:39], predict the reaction product. The product is: [C:38]([O:42][C:43](=[O:51])[NH:44][CH:45]1[CH2:50][CH2:49][N:48]([C:32]([N:12]2[C@@:13]([C:25]3[CH:26]=[CH:27][C:28]([Cl:31])=[CH:29][CH:30]=3)([CH3:24])[C@@:14]([C:17]3[CH:22]=[CH:21][C:20]([Cl:23])=[CH:19][CH:18]=3)([CH3:16])[N:15]=[C:11]2[C:8]2[CH:9]=[N:10][C:5]([C:1]([CH3:2])([CH3:3])[CH3:4])=[CH:6][C:7]=2[O:35][CH2:36][CH3:37])=[O:33])[CH2:47][CH2:46]1)([CH3:41])([CH3:39])[CH3:40]. (4) Given the reactants [CH2:1]([O:4][CH2:5][CH2:6][O:7][CH:8]1[CH2:17][CH2:16][C:15]2[CH:14]=[C:13]([C@H:18]3[CH2:27][CH2:26][C@@:20]4([NH:24]C(=O)[O:22][CH2:21]4)[CH2:19]3)[CH:12]=[CH:11][C:10]=2[CH2:9]1)[CH:2]=[CH2:3].O[Li].O, predict the reaction product. The product is: [CH2:1]([O:4][CH2:5][CH2:6][O:7][CH:8]1[CH2:17][CH2:16][C:15]2[CH:14]=[C:13]([C@H:18]3[CH2:27][CH2:26][C@@:20]([CH2:21][OH:22])([NH2:24])[CH2:19]3)[CH:12]=[CH:11][C:10]=2[CH2:9]1)[CH:2]=[CH2:3]. (5) Given the reactants Br[C:2]1[N:7]=[C:6]([NH:8][C:9]([NH:11][CH2:12][C:13]2[C:18]([O:19][CH3:20])=[CH:17][CH:16]=[CH:15][C:14]=2[O:21][CH3:22])=[NH:10])[CH:5]=[CH:4][CH:3]=1.[F:23][C:24]1[CH:29]=[CH:28][C:27](OB(O)O)=[CH:26][CH:25]=1.C(=O)([O-])[O-].[Na+].[Na+], predict the reaction product. The product is: [CH3:22][O:21][C:14]1[CH:15]=[CH:16][CH:17]=[C:18]([O:19][CH3:20])[C:13]=1[CH2:12][NH:11][C:9]([NH:8][C:6]1[CH:5]=[CH:4][CH:3]=[C:2]([C:27]2[CH:28]=[CH:29][C:24]([F:23])=[CH:25][CH:26]=2)[N:7]=1)=[NH:10]. (6) The product is: [CH:1]([N:4]1[C:12]2[CH:11]=[C:10]([C:13]3[NH:17][N:16]=[N:15][N:14]=3)[CH:9]=[C:8]([C:18]([OH:20])=[O:19])[C:7]=2[C:6]([CH3:22])=[CH:5]1)([CH3:3])[CH3:2]. Given the reactants [CH:1]([N:4]1[C:12]2[CH:11]=[C:10]([C:13]3[NH:17][N:16]=[N:15][N:14]=3)[CH:9]=[C:8]([C:18]([O:20]C)=[O:19])[C:7]=2[C:6]([CH3:22])=[CH:5]1)([CH3:3])[CH3:2].[OH-].[Na+], predict the reaction product.